Dataset: Reaction yield outcomes from USPTO patents with 853,638 reactions. Task: Predict the reaction yield, written as a fraction of the theoretical maximum amount of product (1.0 means a 100% yield; for example, 0.34 means a 34% yield). (1) The reactants are CC1(C)C(C)(C)OB([C:9]2[CH:10]=[C:11]3[C:16](=[CH:17][CH:18]=2)[CH:15]=[C:14]([C:19]#[N:20])[CH:13]=[CH:12]3)O1.Br[C:23]1[CH:24]=[C:25]([CH:29]([CH:36]2[CH2:38][CH2:37]2)[NH:30][S:31]([CH2:34][CH3:35])(=[O:33])=[O:32])[CH:26]=[N:27][CH:28]=1.C(=O)([O-])[O-].[Na+].[Na+].O.C(Cl)Cl. The catalyst is C1C=CC(P(C2C=CC=CC=2)[C-]2C=CC=C2)=CC=1.C1C=CC(P(C2C=CC=CC=2)[C-]2C=CC=C2)=CC=1.Cl[Pd]Cl.[Fe+2].CN(C=O)C. The product is [C:19]([C:14]1[CH:15]=[C:16]2[C:11](=[CH:12][CH:13]=1)[CH:10]=[C:9]([C:23]1[CH:24]=[C:25]([CH:29]([CH:36]3[CH2:38][CH2:37]3)[NH:30][S:31]([CH2:34][CH3:35])(=[O:32])=[O:33])[CH:26]=[N:27][CH:28]=1)[CH:18]=[CH:17]2)#[N:20]. The yield is 0.270. (2) The reactants are [OH:1][CH2:2][C:3]1[O:7][N:6]=[C:5]([C:8]2[CH:13]=[CH:12][CH:11]=[CH:10][N:9]=2)[C:4]=1[CH2:14][O:15][C:16]1[CH:24]=[CH:23][C:19]([C:20]([OH:22])=O)=[CH:18][N:17]=1.[NH2:25][CH:26]1[CH2:30][CH2:29][O:28][CH2:27]1.F[B-](F)(F)F.C[N+](C)=C(N(C)C)ON1C2C=CC=CC=2N=N1.C(N(CC)C(C)C)(C)C. The catalyst is CN(C=O)C. The product is [OH:1][CH2:2][C:3]1[O:7][N:6]=[C:5]([C:8]2[CH:13]=[CH:12][CH:11]=[CH:10][N:9]=2)[C:4]=1[CH2:14][O:15][C:16]1[CH:24]=[CH:23][C:19]([C:20]([NH:25][CH:26]2[CH2:30][CH2:29][O:28][CH2:27]2)=[O:22])=[CH:18][N:17]=1. The yield is 0.680.